Dataset: Catalyst prediction with 721,799 reactions and 888 catalyst types from USPTO. Task: Predict which catalyst facilitates the given reaction. (1) Product: [F:1][C:2]([F:39])([F:38])[C:3]1[CH:4]=[C:5]([C@H:13]2[O:17][C:16](=[O:18])[N:15]([CH2:19][C:20]3[CH:25]=[C:24]([CH:40]4[CH2:42][CH2:41]4)[CH:23]=[CH:22][C:21]=3[C:27]3[CH:32]=[C:31]([CH:33]([CH3:35])[CH3:34])[CH:30]=[CH:29][C:28]=3[Cl:36])[C@H:14]2[CH3:37])[CH:6]=[C:7]([C:9]([F:12])([F:11])[F:10])[CH:8]=1. Reactant: [F:1][C:2]([F:39])([F:38])[C:3]1[CH:4]=[C:5]([C@H:13]2[O:17][C:16](=[O:18])[N:15]([CH2:19][C:20]3[CH:25]=[C:24](Br)[CH:23]=[CH:22][C:21]=3[C:27]3[CH:32]=[C:31]([CH:33]([CH3:35])[CH3:34])[CH:30]=[CH:29][C:28]=3[Cl:36])[C@H:14]2[CH3:37])[CH:6]=[C:7]([C:9]([F:12])([F:11])[F:10])[CH:8]=1.[CH:40]1(B(O)O)[CH2:42][CH2:41]1.[OH-].[K+]. The catalyst class is: 75. (2) Reactant: [CH2:1](N(CC)CC)C.O[C:9]1([CH3:17])[CH2:14]S[C:12]([OH:16])([CH3:15])[CH2:11][S:10]1.Cl[C:19]1[C:28]2[C:23](=C[CH:25]=[CH:26][CH:27]=2)C[CH2:21][C:20]=1[CH:29]=O.[OH-].[Na+]. Product: [C:12]([C:11]1[S:10][C:9]2[C:17]3[C:27]([CH2:26][CH2:25][C:14]=2[CH:1]=1)=[C:28]([CH3:23])[CH:19]=[C:20]([CH3:29])[CH:21]=3)(=[O:16])[CH3:15]. The catalyst class is: 97. (3) Reactant: C(C12CCN(CC1)CC2)#N.Cl.[N:12]12[CH2:19][CH2:18][C:15]([C:20]([OH:22])=[O:21])([CH2:16][CH2:17]1)[CH2:14][CH2:13]2.CO. Product: [N:12]12[CH2:19][CH2:18][C:15]([C:20]([OH:22])=[O:21])([CH2:16][CH2:17]1)[CH2:14][CH2:13]2.[N:12]12[CH2:19][CH2:18][C:15]([CH2:20][OH:21])([CH2:16][CH2:17]1)[CH2:14][CH2:13]2. The catalyst class is: 7.